From a dataset of Plasma protein binding rate (PPBR) regression data from AstraZeneca. Regression/Classification. Given a drug SMILES string, predict its absorption, distribution, metabolism, or excretion properties. Task type varies by dataset: regression for continuous measurements (e.g., permeability, clearance, half-life) or binary classification for categorical outcomes (e.g., BBB penetration, CYP inhibition). For this dataset (ppbr_az), we predict Y. The molecule is O=C(NS(=O)(=O)c1ccc(F)cc1)N1CCC(N2CCC(Oc3ccc(Cl)c(Cl)c3)CC2)CC1. The Y is 80.7 %.